Predict the reactants needed to synthesize the given product. From a dataset of Full USPTO retrosynthesis dataset with 1.9M reactions from patents (1976-2016). (1) Given the product [CH2:27]([O:26][C:24]([N:19]1[CH2:20][CH2:21][N:16]([C:8]2[C:9]3[CH:15]=[CH:14][CH:13]=[CH:12][C:10]=3[NH:11][C:5]3[CH:4]=[CH:3][C:2]([Cl:1])=[CH:22][C:6]=3[N:7]=2)[CH2:17][CH2:18]1)=[O:25])[CH2:28][CH2:29][CH2:30][CH2:31][CH2:32][CH2:33][CH2:34][CH2:35][CH2:36][CH2:37][CH3:38], predict the reactants needed to synthesize it. The reactants are: [Cl:1][C:2]1[CH:3]=[CH:4][C:5]2[NH:11][C:10]3[CH:12]=[CH:13][CH:14]=[CH:15][C:9]=3[C:8]([N:16]3[CH2:21][CH2:20][NH:19][CH2:18][CH2:17]3)=[N:7][C:6]=2[CH:22]=1.Cl[C:24]([O:26][CH2:27][CH2:28][CH2:29][CH2:30][CH2:31][CH2:32][CH2:33][CH2:34][CH2:35][CH2:36][CH2:37][CH3:38])=[O:25]. (2) Given the product [CH:1]1([CH2:6][CH:7]([N:11]2[C:16](=[O:17])[CH:15]=[C:14]([O:18][C:19]3[CH:24]=[CH:23][CH:22]=[C:21]([O:25][CH3:26])[CH:20]=3)[CH:13]=[N:12]2)[C:8]([NH:27][C:28]2[CH:32]=[CH:31][N:30]([CH2:33][C:34]([OH:36])([CH3:35])[CH3:37])[N:29]=2)=[O:9])[CH2:5][CH2:4][CH2:3][CH2:2]1, predict the reactants needed to synthesize it. The reactants are: [CH:1]1([CH2:6][CH:7]([N:11]2[C:16](=[O:17])[CH:15]=[C:14]([O:18][C:19]3[CH:24]=[CH:23][CH:22]=[C:21]([O:25][CH3:26])[CH:20]=3)[CH:13]=[N:12]2)[C:8](O)=[O:9])[CH2:5][CH2:4][CH2:3][CH2:2]1.[NH2:27][C:28]1[CH:32]=[CH:31][N:30]([CH2:33][C:34]([CH3:37])([OH:36])[CH3:35])[N:29]=1. (3) Given the product [Cl:30][C:27]1[CH:26]=[CH:25][C:24]([C:10]2[CH:11]=[C:12]3[C:13](=[N:14][C:9]=2[C:3]2[CH:4]=[CH:5][C:6]([Cl:8])=[CH:7][C:2]=2[Cl:1])[N:15]([CH3:21])[C:16](=[O:20])[C:17]([O:18][CH3:19])=[C:22]3[NH:23][C:35](=[O:36])[CH3:34])=[CH:29][CH:28]=1, predict the reactants needed to synthesize it. The reactants are: [Cl:1][C:2]1[CH:7]=[C:6]([Cl:8])[CH:5]=[CH:4][C:3]=1[C:9]1[N:14]=[C:13]([N:15]([CH3:21])[C:16](=[O:20])[CH2:17][O:18][CH3:19])[C:12]([C:22]#[N:23])=[CH:11][C:10]=1[C:24]1[CH:29]=[CH:28][C:27]([Cl:30])=[CH:26][CH:25]=1.CN(C)C=[C:34](C1C=CC(Cl)=CC=1)[C:35](C1C=CC(Cl)=CC=1Cl)=[O:36].COCC(Cl)=O.[H-].[Na+]. (4) Given the product [C:1]([C:3]1[CH:29]=[CH:28][C:6]([CH2:7][O:8][C:9]2[C:10]([CH2:26][F:36])=[C:11]([CH2:16][NH:17][C:18]3[CH:25]=[CH:24][C:21]([C:22]#[N:23])=[CH:20][CH:19]=3)[CH:12]=[N:13][C:14]=2[CH3:15])=[CH:5][CH:4]=1)#[N:2], predict the reactants needed to synthesize it. The reactants are: [C:1]([C:3]1[CH:29]=[CH:28][C:6]([CH2:7][O:8][C:9]2[C:10]([CH2:26]O)=[C:11]([CH2:16][NH:17][C:18]3[CH:25]=[CH:24][C:21]([C:22]#[N:23])=[CH:20][CH:19]=3)[CH:12]=[N:13][C:14]=2[CH3:15])=[CH:5][CH:4]=1)#[N:2].C(N(S(F)(F)[F:36])CC)C.C(=O)(O)[O-].[Na+]. (5) Given the product [F:50][C:18]([F:17])([F:49])[C:19]1[CH:20]=[C:21]([CH:42]=[C:43]([C:45]([F:48])([F:47])[F:46])[CH:44]=1)[CH2:22][N:23]1[C:27]([CH3:28])=[C:26]([C:2]2[C:7]([C:8]([C:10]3[CH:15]=[CH:14][CH:13]=[CH:12][C:11]=3[Cl:16])=[O:9])=[CH:6][CH:5]=[CH:4][N:3]=2)[N:25]=[N:24]1, predict the reactants needed to synthesize it. The reactants are: Br[C:2]1[C:7]([C:8]([C:10]2[CH:15]=[CH:14][CH:13]=[CH:12][C:11]=2[Cl:16])=[O:9])=[CH:6][CH:5]=[CH:4][N:3]=1.[F:17][C:18]([F:50])([F:49])[C:19]1[CH:20]=[C:21]([CH:42]=[C:43]([C:45]([F:48])([F:47])[F:46])[CH:44]=1)[CH2:22][N:23]1[C:27]([CH3:28])=[C:26]([Sn](CCCC)(CCCC)CCCC)[N:25]=[N:24]1. (6) The reactants are: [Cl:1][C:2]1[CH:7]=[CH:6][CH:5]=[C:4]([Cl:8])[C:3]=1[C:9]1[C:13]([CH2:14][O:15][C:16]2[N:21]=[C:20]([O:22][CH3:23])[C:19]([NH2:24])=[CH:18][CH:17]=2)=[C:12]([CH:25]([CH3:27])[CH3:26])[O:11][N:10]=1.C(N(C(C)C)CC)(C)C.[CH3:37][O:38][C:39](=[O:49])[C:40]1[CH:45]=[CH:44][C:43]([C:46](Cl)=[O:47])=[CH:42][CH:41]=1. Given the product [CH3:37][O:38][C:39](=[O:49])[C:40]1[CH:45]=[CH:44][C:43]([C:46]([NH:24][C:19]2[C:20]([O:22][CH3:23])=[N:21][C:16]([O:15][CH2:14][C:13]3[C:9]([C:3]4[C:2]([Cl:1])=[CH:7][CH:6]=[CH:5][C:4]=4[Cl:8])=[N:10][O:11][C:12]=3[CH:25]([CH3:27])[CH3:26])=[CH:17][CH:18]=2)=[O:47])=[CH:42][CH:41]=1, predict the reactants needed to synthesize it.